From a dataset of Full USPTO retrosynthesis dataset with 1.9M reactions from patents (1976-2016). Predict the reactants needed to synthesize the given product. Given the product [NH2:1][CH2:4][C@@H:5]1[O:10][CH2:9][C@@H:8]([N:11]2[C:15]3=[C:16]4[S:22][CH:21]=[CH:20][C:17]4=[N:18][CH:19]=[C:14]3[N:13]=[C:12]2[C@H:23]([OH:25])[CH3:24])[CH2:7][CH2:6]1, predict the reactants needed to synthesize it. The reactants are: [N:1]([CH2:4][C@@H:5]1[O:10][CH2:9][C@@H:8]([N:11]2[C:15]3=[C:16]4[S:22][CH:21]=[CH:20][C:17]4=[N:18][CH:19]=[C:14]3[N:13]=[C:12]2[C@H:23]([OH:25])[CH3:24])[CH2:7][CH2:6]1)=[N+]=[N-].